From a dataset of NCI-60 drug combinations with 297,098 pairs across 59 cell lines. Regression. Given two drug SMILES strings and cell line genomic features, predict the synergy score measuring deviation from expected non-interaction effect. Drug 1: C1CC(=O)NC(=O)C1N2CC3=C(C2=O)C=CC=C3N. Drug 2: C1=NC2=C(N1)C(=S)N=CN2. Cell line: M14. Synergy scores: CSS=17.9, Synergy_ZIP=-7.55, Synergy_Bliss=-11.5, Synergy_Loewe=-24.2, Synergy_HSA=-10.5.